Dataset: Reaction yield outcomes from USPTO patents with 853,638 reactions. Task: Predict the reaction yield, written as a fraction of the theoretical maximum amount of product (1.0 means a 100% yield; for example, 0.34 means a 34% yield). (1) The reactants are C(O)(C(F)(F)F)=O.O(C1C=CC(C[N:20]2[CH:35]=[C:23]3[C:24](=[O:34])[N:25]([CH3:33])[C:26]4[N:27]([CH2:28][C:29]([CH3:32])([CH3:31])[N:30]=4)[C:22]3=[N:21]2)=CC=1)C1C=CC=CC=1.C(S(O)(=O)=O)(F)(F)F.O. The catalyst is C(Cl)Cl. The product is [CH3:33][N:25]1[C:24](=[O:34])[C:23]2=[CH:35][NH:20][N:21]=[C:22]2[N:27]2[CH2:28][C:29]([CH3:32])([CH3:31])[N:30]=[C:26]12. The yield is 0.800. (2) The reactants are [C:1]([N:4]1[C:13]2[C:8](=[CH:9][CH:10]=[CH:11][CH:12]=2)[C:7](=[N:14][C:15]2[CH:20]=[CH:19][CH:18]=[CH:17][C:16]=2[F:21])[CH2:6][CH:5]1[CH3:22])(=[O:3])[CH3:2].C([BH3-])#N.[Na+].Cl.C(=O)([O-])O.[Na+]. The catalyst is CO. The product is [C:1]([N:4]1[C:13]2[C:8](=[CH:9][CH:10]=[CH:11][CH:12]=2)[C@H:7]([NH:14][C:15]2[CH:20]=[CH:19][CH:18]=[CH:17][C:16]=2[F:21])[CH2:6][C@@H:5]1[CH3:22])(=[O:3])[CH3:2]. The yield is 0.880.